The task is: Predict which catalyst facilitates the given reaction.. This data is from Catalyst prediction with 721,799 reactions and 888 catalyst types from USPTO. (1) Reactant: [CH2:1](Br)[C:2]1[CH:7]=[CH:6][CH:5]=[CH:4][CH:3]=1.[NH:9]1[C:13]([C:14]2[CH:15]=[C:16]([C:20]3[CH:21]=[CH:22][C:23]4[O:27][C:26]([C:28]5[CH:33]=[CH:32][C:31]([F:34])=[CH:30][CH:29]=5)=[C:25]([C:35]([NH:37][CH3:38])=[O:36])[C:24]=4[CH:39]=3)[CH:17]=[CH:18][CH:19]=2)=[N:12][N:11]=[N:10]1.C([O-])([O-])=O.[Na+].[Na+]. Product: [CH2:1]([N:10]1[N:11]=[N:12][C:13]([C:14]2[CH:15]=[C:16]([C:20]3[CH:21]=[CH:22][C:23]4[O:27][C:26]([C:28]5[CH:33]=[CH:32][C:31]([F:34])=[CH:30][CH:29]=5)=[C:25]([C:35]([NH:37][CH3:38])=[O:36])[C:24]=4[CH:39]=3)[CH:17]=[CH:18][CH:19]=2)=[N:9]1)[C:2]1[CH:7]=[CH:6][CH:5]=[CH:4][CH:3]=1. The catalyst class is: 3. (2) Reactant: [OH:1][CH:2]1[C:7]([O:10][CH3:11])([O:8][CH3:9])[CH2:6][CH2:5][N:4]([C:12]([O:14][C:15]([CH3:18])([CH3:17])[CH3:16])=[O:13])[CH2:3]1.[CH3:19]C(C)([O-])C.[K+].CI. Product: [CH3:19][O:1][CH:2]1[C:7]([O:8][CH3:9])([O:10][CH3:11])[CH2:6][CH2:5][N:4]([C:12]([O:14][C:15]([CH3:18])([CH3:17])[CH3:16])=[O:13])[CH2:3]1. The catalyst class is: 1. (3) Reactant: [C:1]([C:4]1[S:8][C:7]([C:9]([OH:11])=[O:10])=[CH:6][CH:5]=1)(=[O:3])[CH3:2].[Cl:12][C:13]1[CH:20]=[CH:19][CH:18]=[CH:17][C:14]=1[CH:15]=O.[OH-].[Na+]. Product: [Cl:12][C:13]1[CH:20]=[CH:19][CH:18]=[CH:17][C:14]=1/[CH:15]=[CH:2]/[C:1]([C:4]1[S:8][C:7]([C:9]([OH:11])=[O:10])=[CH:6][CH:5]=1)=[O:3]. The catalyst class is: 5. (4) Reactant: [Br:1][C:2]1[C:7]([Cl:8])=[CH:6][C:5]([N:9]2[C:18]3[C:13](=[CH:14][C:15]([S:20](OC4C(F)=C(F)C(F)=C(F)C=4F)(=[O:22])=[O:21])=[C:16]([F:19])[CH:17]=3)[CH:12]=[CH:11][C:10]2=[O:35])=[C:4]([O:36][CH3:37])[CH:3]=1.[NH2:38][C:39]1[CH:43]=[CH:42][O:41][N:40]=1.C1COCC1.C[Si]([N-][Si](C)(C)C)(C)C.[Li+]. Product: [Br:1][C:2]1[C:7]([Cl:8])=[CH:6][C:5]([N:9]2[C:18]3[C:13](=[CH:14][C:15]([S:20]([NH:38][C:39]4[CH:43]=[CH:42][O:41][N:40]=4)(=[O:22])=[O:21])=[C:16]([F:19])[CH:17]=3)[CH:12]=[CH:11][C:10]2=[O:35])=[C:4]([O:36][CH3:37])[CH:3]=1. The catalyst class is: 818.